Predict the product of the given reaction. From a dataset of Forward reaction prediction with 1.9M reactions from USPTO patents (1976-2016). (1) The product is: [CH2:12]([CH:14]([CH2:17][CH2:18][CH2:19][CH3:20])[CH2:15][O:10][C:8]([CH2:7][S:1][CH2:2][C:3]([O:5][CH2:15][CH:14]([CH2:12][CH3:13])[CH2:17][CH2:18][CH2:19][CH3:20])=[O:4])=[O:9])[CH3:13]. Given the reactants [S:1]([CH:7](O)[C:8]([OH:10])=[O:9])[CH:2](O)[C:3]([OH:5])=[O:4].[CH2:12]([CH:14]([CH2:17][CH2:18][CH2:19][CH3:20])[CH2:15]O)[CH3:13], predict the reaction product. (2) Given the reactants N1C2C=CC=CC=2N=C1C1[CH2:15][CH2:14][N:13]([CH2:16][CH2:17][CH:18]2[O:22][C:21](=[O:23])[C:20]([CH2:26][CH3:27])([CH2:24][CH3:25])[CH2:19]2)[CH2:12][CH2:11]1.[N:28]1([C:34]2[N:39]=[CH:38][C:37]([OH:40])=[CH:36][CH:35]=2)CCNCC1.N1(C2C=CC=CC=2C#N)CCNCC1.CC1C=CC(S(OCCC2CC3(CCCC3)C(=O)O2)(=O)=O)=CC=1.CC1C=CC(S(OCCC2CC(CC)(CC)C(=O)O2)(=O)=O)=CC=1, predict the reaction product. The product is: [OH:40][C:37]1[CH:36]=[CH:35][C:34]([N:28]2[CH2:11][CH2:12][N:13]([CH2:16][CH2:17][CH:18]3[CH2:19][C:20]4([CH2:24][CH2:25][CH2:27][CH2:26]4)[C:21](=[O:23])[O:22]3)[CH2:14][CH2:15]2)=[N:39][CH:38]=1. (3) Given the reactants Cl[C:2]1[CH:7]=[C:6]([C:8]2[CH:13]=[CH:12][C:11]([C:14]([F:17])([F:16])[F:15])=[CH:10][CH:9]=2)[N:5]=[CH:4][N:3]=1.Cl.[CH3:19][S:20]([C:23]1[CH:24]=[C:25]([CH:27]=[CH:28][CH:29]=1)[NH2:26])(=[O:22])=[O:21], predict the reaction product. The product is: [CH3:19][S:20]([C:23]1[CH:24]=[C:25]([NH:26][C:2]2[CH:7]=[C:6]([C:8]3[CH:13]=[CH:12][C:11]([C:14]([F:17])([F:16])[F:15])=[CH:10][CH:9]=3)[N:5]=[CH:4][N:3]=2)[CH:27]=[CH:28][CH:29]=1)(=[O:21])=[O:22]. (4) Given the reactants [C:1]([C:3]1[CH:4]=[C:5]([CH2:16][C:17]([OH:19])=O)[CH:6]=[CH:7][C:8]=1[C:9]1[CH:14]=[CH:13][N:12]=[C:11]([CH3:15])[CH:10]=1)#[N:2].[NH2:20][C:21]1[N:26]=[CH:25][C:24]([N:27]2[CH2:32][CH2:31][N:30]([C:33](=[O:35])[CH3:34])[CH2:29][CH2:28]2)=[CH:23][CH:22]=1.CN(C=O)C.O, predict the reaction product. The product is: [C:33]([N:30]1[CH2:29][CH2:28][N:27]([C:24]2[CH:23]=[CH:22][C:21]([NH:20][C:17](=[O:19])[CH2:16][C:5]3[CH:6]=[CH:7][C:8]([C:9]4[CH:14]=[CH:13][N:12]=[C:11]([CH3:15])[CH:10]=4)=[C:3]([C:1]#[N:2])[CH:4]=3)=[N:26][CH:25]=2)[CH2:32][CH2:31]1)(=[O:35])[CH3:34].